Task: Regression. Given two drug SMILES strings and cell line genomic features, predict the synergy score measuring deviation from expected non-interaction effect.. Dataset: NCI-60 drug combinations with 297,098 pairs across 59 cell lines Drug 1: CC1C(C(=O)NC(C(=O)N2CCCC2C(=O)N(CC(=O)N(C(C(=O)O1)C(C)C)C)C)C(C)C)NC(=O)C3=C4C(=C(C=C3)C)OC5=C(C(=O)C(=C(C5=N4)C(=O)NC6C(OC(=O)C(N(C(=O)CN(C(=O)C7CCCN7C(=O)C(NC6=O)C(C)C)C)C)C(C)C)C)N)C. Drug 2: CC1=C(C(CCC1)(C)C)C=CC(=CC=CC(=CC(=O)O)C)C. Cell line: OVCAR3. Synergy scores: CSS=12.7, Synergy_ZIP=15.0, Synergy_Bliss=23.1, Synergy_Loewe=10.9, Synergy_HSA=16.8.